Dataset: Forward reaction prediction with 1.9M reactions from USPTO patents (1976-2016). Task: Predict the product of the given reaction. (1) Given the reactants [F:1][C:2]1[CH:7]=[CH:6][C:5]([N:8]2[C:11](=[O:12])[C@H:10]([S:13][CH2:14][CH:15]([C:17]3[CH:22]=[CH:21][C:20]([F:23])=[CH:19][CH:18]=3)[OH:16])[C@H:9]2[C:24]2[CH:40]=[CH:39][C:27]([O:28][CH2:29][C:30]([NH:32][C@@H:33]([C:36](O)=[O:37])[CH2:34][OH:35])=[O:31])=[CH:26][CH:25]=2)=[CH:4][CH:3]=1.Cl.C([O:46][C:47](=[O:57])[C@@H:48]([CH2:50][C:51]1[CH:56]=[CH:55][CH:54]=[CH:53][CH:52]=1)[NH2:49])(C)(C)C.CN1CCOCC1.CN(C(ON1N=NC2C=CC=CC1=2)=[N+](C)C)C.[B-](F)(F)(F)F, predict the reaction product. The product is: [F:1][C:2]1[CH:3]=[CH:4][C:5]([N:8]2[C:11](=[O:12])[C@H:10]([S:13][CH2:14][CH:15]([C:17]3[CH:18]=[CH:19][C:20]([F:23])=[CH:21][CH:22]=3)[OH:16])[C@H:9]2[C:24]2[CH:40]=[CH:39][C:27]([O:28][CH2:29][C:30]([NH:32][C@@H:33]([C:36]([NH:49][C@@H:48]([C:47]([OH:57])=[O:46])[CH2:50][C:51]3[CH:56]=[CH:55][CH:54]=[CH:53][CH:52]=3)=[O:37])[CH2:34][OH:35])=[O:31])=[CH:26][CH:25]=2)=[CH:6][CH:7]=1. (2) Given the reactants [F:1]C1C(N)=NC(=O)NC=1.FC1C=CC(B(O)O)=CC=1.NC1C=CN(C2C=CC(F)=CC=2)C(=O)N=1.[Cl:35][CH2:36][C:37]1[N:38]=[C:39]2[CH:44]=[CH:43][N:42]([C:45]3[CH:50]=[CH:49][C:48]([F:51])=[CH:47][CH:46]=3)[C:41](=[O:52])[N:40]2[CH:53]=1, predict the reaction product. The product is: [Cl:35][CH2:36][C:37]1[N:38]=[C:39]2[C:44]([F:1])=[CH:43][N:42]([C:45]3[CH:46]=[CH:47][C:48]([F:51])=[CH:49][CH:50]=3)[C:41](=[O:52])[N:40]2[CH:53]=1. (3) The product is: [OH2:20].[CH3:69][O:70][C:71]1[CH:76]=[CH:75][C:74]([C:39]2[CH:40]=[C:41]3[C:45](=[CH:46][CH:47]=2)[NH:44][N:43]=[C:42]3[C:48]([NH:50][CH2:51][CH:52]2[CH2:57][CH2:56][N:55]([CH2:58][C:59]3[O:63][C:62]([C:64]([OH:66])=[O:65])=[CH:61][CH:60]=3)[CH2:54][CH2:53]2)=[O:49])=[CH:73][CH:72]=1. Given the reactants O.FC1C(F)=CC=CC=1C1C=C2C(=CC=1)NN=C2C(NCC1CCN(CC2OC=C(C(O)=O)N=2)CC1)=[O:20].Br[C:39]1[CH:40]=[C:41]2[C:45](=[CH:46][CH:47]=1)[NH:44][N:43]=[C:42]2[C:48]([NH:50][CH2:51][CH:52]1[CH2:57][CH2:56][N:55]([CH2:58][C:59]2[O:63][C:62]([C:64]([O:66]CC)=[O:65])=[CH:61][CH:60]=2)[CH2:54][CH2:53]1)=[O:49].[CH3:69][O:70][C:71]1[CH:76]=[CH:75][C:74](B(O)O)=[CH:73][CH:72]=1, predict the reaction product. (4) Given the reactants [Br:1][C:2]1[CH:3]=[C:4]([CH:8]=[CH:9][CH:10]=1)[CH2:5][NH:6][CH3:7].C(N(C(C)C)CC)(C)C.Br[CH2:21][C:22]([C:24]1[CH:29]=[CH:28][C:27]([CH3:30])=[CH:26][CH:25]=1)=[O:23], predict the reaction product. The product is: [Br:1][C:2]1[CH:3]=[C:4]([CH:8]=[CH:9][CH:10]=1)[CH2:5][N:6]([CH3:7])[CH2:21][C:22]([C:24]1[CH:29]=[CH:28][C:27]([CH3:30])=[CH:26][CH:25]=1)=[O:23]. (5) Given the reactants [OH:1][C:2]1[CH:3]=[C:4]([CH:9]=[CH:10][C:11]=1[O:12][CH3:13])[C:5]([O:7]C)=[O:6].[CH2:14](Br)[CH:15]=[CH2:16].C(=O)([O-])[O-].[K+].[K+], predict the reaction product. The product is: [CH2:16]([O:1][C:2]1[CH:3]=[C:4]([CH:9]=[CH:10][C:11]=1[O:12][CH3:13])[C:5]([OH:7])=[O:6])[CH:15]=[CH2:14]. (6) Given the reactants C([NH:5][C:6]([C:8]1[CH:9]=[C:10]2[C:15](=[CH:16][CH:17]=1)[N:14]=[C:13]([C:18]1[CH:19]=[C:20]3[C:24](=[CH:25][CH:26]=1)[NH:23][C:22]([CH3:27])=[CH:21]3)[C:12]([N:28]([CH3:32])[CH:29]([CH3:31])[CH3:30])=[N:11]2)=O)(C)(C)C.[C:33](O[C:33]([C:35]([F:38])([F:37])[F:36])=[O:34])([C:35]([F:38])([F:37])[F:36])=[O:34].C(=O)(O)[O-].[Na+], predict the reaction product. The product is: [CH3:32][N:28]([CH:29]([CH3:30])[CH3:31])[C:12]1[C:13]([C:18]2[CH:19]=[C:20]3[C:24](=[CH:25][CH:26]=2)[NH:23][C:22]([CH3:27])=[C:21]3[C:33](=[O:34])[C:35]([F:38])([F:37])[F:36])=[N:14][C:15]2[C:10]([N:11]=1)=[CH:9][C:8]([C:6]#[N:5])=[CH:17][CH:16]=2. (7) The product is: [CH:1]([N:16]1[CH2:15][CH2:14][CH2:13][N:12]2[N:8]=[CH:9][C:10]([CH2:17][CH2:18][C:19]([OH:21])=[O:20])=[C:11]12)=[O:3]. Given the reactants [C:1](OC(=O)C)(=[O:3])C.[N:8]1[N:12]2[CH2:13][CH2:14][CH2:15][NH:16][C:11]2=[C:10]([CH2:17][CH2:18][C:19]([OH:21])=[O:20])[CH:9]=1, predict the reaction product. (8) Given the reactants CO[C:3](=[O:18])[C:4]1[CH:9]=[CH:8][CH:7]=[C:6]([C:10]2[NH:11][C:12]([CH:15]([CH3:17])[CH3:16])=[N:13][CH:14]=2)[CH:5]=1.[C:19]([O:22][C:23]([CH3:26])([CH3:25])[CH3:24])(=[O:21])[CH3:20].[Li], predict the reaction product. The product is: [C:23]([O:22][C:19](=[O:21])[CH2:20][C:3]([C:4]1[CH:9]=[CH:8][CH:7]=[C:6]([C:10]2[NH:11][C:12]([CH:15]([CH3:16])[CH3:17])=[N:13][CH:14]=2)[CH:5]=1)=[O:18])([CH3:26])([CH3:25])[CH3:24].